Dataset: Reaction yield outcomes from USPTO patents with 853,638 reactions. Task: Predict the reaction yield, written as a fraction of the theoretical maximum amount of product (1.0 means a 100% yield; for example, 0.34 means a 34% yield). The catalyst is CN(C)C=O. The product is [CH3:65][O:66][CH2:67][CH2:68][NH:69][C:11]([N:8]1[CH2:7][CH2:6][N:5]([CH2:4][CH2:3][N:2]([CH3:1])[CH2:23][C:24]2[CH:29]=[CH:28][CH:27]=[C:26]([C:30](=[O:64])[NH:31][C:32]3[CH:37]=[CH:36][C:35]([N:38]4[CH2:39][CH2:40][CH2:41][CH2:42][CH2:43]4)=[CH:34][C:33]=3[C:44]3[CH:49]=[C:48]([C:50](=[O:63])[NH:51][CH2:52][C:53]4[CH:58]=[CH:57][CH:56]=[C:55]([C:59]([F:60])([F:62])[F:61])[CH:54]=4)[CH:47]=[CH:46][N:45]=3)[N:25]=2)[CH2:10][CH2:9]1)=[O:12]. The reactants are [CH3:1][N:2]([CH2:23][C:24]1[CH:29]=[CH:28][CH:27]=[C:26]([C:30](=[O:64])[NH:31][C:32]2[CH:37]=[CH:36][C:35]([N:38]3[CH2:43][CH2:42][CH2:41][CH2:40][CH2:39]3)=[CH:34][C:33]=2[C:44]2[CH:49]=[C:48]([C:50](=[O:63])[NH:51][CH2:52][C:53]3[CH:58]=[CH:57][CH:56]=[C:55]([C:59]([F:62])([F:61])[F:60])[CH:54]=3)[CH:47]=[CH:46][N:45]=2)[N:25]=1)[CH2:3][CH2:4][N:5]1[CH2:10][CH2:9][N:8]([C:11](OC2C=CC([N+]([O-])=O)=CC=2)=[O:12])[CH2:7][CH2:6]1.[CH3:65][O:66][CH2:67][CH2:68][NH2:69].C(N(CC)C(C)C)(C)C. The yield is 0.180.